This data is from Reaction yield outcomes from USPTO patents with 853,638 reactions. The task is: Predict the reaction yield, written as a fraction of the theoretical maximum amount of product (1.0 means a 100% yield; for example, 0.34 means a 34% yield). (1) The reactants are [CH3:1][N:2]([CH2:13][C:14]1[N:18]([CH2:19][C@H:20]2[CH2:25][CH2:24][CH2:23][NH:22][CH2:21]2)[C:17]2[CH:26]=[CH:27][CH:28]=[CH:29][C:16]=2[N:15]=1)[C@@H:3]1[C:12]2[N:11]=[CH:10][CH:9]=[CH:8][C:7]=2[CH2:6][CH2:5][CH2:4]1.[CH:30]1[CH:35]=[CH:34][C:33]([O:36][C:37](OC2C=CC=CC=2)=[N:38][C:39]#[N:40])=[CH:32][CH:31]=1. The catalyst is C(O)(C)C. The product is [C:39]([N:38]=[C:37]([N:22]1[CH2:23][CH2:24][CH2:25][C@H:20]([CH2:19][N:18]2[C:17]3[CH:26]=[CH:27][CH:28]=[CH:29][C:16]=3[N:15]=[C:14]2[CH2:13][N:2]([CH3:1])[C@@H:3]2[C:12]3[N:11]=[CH:10][CH:9]=[CH:8][C:7]=3[CH2:6][CH2:5][CH2:4]2)[CH2:21]1)[O:36][C:33]1[CH:34]=[CH:35][CH:30]=[CH:31][CH:32]=1)#[N:40]. The yield is 0.970. (2) The reactants are [CH3:1][O:2][C:3]1[CH:10]=[CH:9][C:6]([CH2:7]Cl)=[CH:5][CH:4]=1.[CH3:11][O:12][C:13](=[O:23])[C:14]1[CH:19]=[C:18]([Cl:20])[C:17]([OH:21])=[CH:16][C:15]=1[OH:22].C1CCN2C(=NCCC2)CC1.O. The catalyst is CN(C=O)C. The product is [CH3:11][O:12][C:13](=[O:23])[C:14]1[CH:19]=[C:18]([Cl:20])[C:17]([O:21][CH2:7][C:6]2[CH:9]=[CH:10][C:3]([O:2][CH3:1])=[CH:4][CH:5]=2)=[CH:16][C:15]=1[OH:22]. The yield is 0.600. (3) The reactants are CN(C)C=O.[CH3:6][O:7][C:8]1[CH:9]=[C:10]2[C:15](=[CH:16][C:17]=1[OH:18])[N:14]=[CH:13][CH:12]=[C:11]2[O:19][C:20]1[C:21]([CH3:30])=[N:22][C:23]2[C:28]([CH:29]=1)=[CH:27][CH:26]=[CH:25][CH:24]=2.Br[CH2:32][C:33]([O:35][CH2:36][CH3:37])=[O:34].C(=O)([O-])[O-].[K+].[K+]. The catalyst is O. The product is [CH3:6][O:7][C:8]1[CH:9]=[C:10]2[C:15](=[CH:16][C:17]=1[O:18][CH2:32][C:33]([O:35][CH2:36][CH3:37])=[O:34])[N:14]=[CH:13][CH:12]=[C:11]2[O:19][C:20]1[C:21]([CH3:30])=[N:22][C:23]2[C:28]([CH:29]=1)=[CH:27][CH:26]=[CH:25][CH:24]=2. The yield is 0.490.